From a dataset of Reaction yield outcomes from USPTO patents with 853,638 reactions. Predict the reaction yield, written as a fraction of the theoretical maximum amount of product (1.0 means a 100% yield; for example, 0.34 means a 34% yield). (1) The reactants are Br[C:2]1[CH:7]=[CH:6][N:5]2[CH:8]=[C:9]([C:11]3[CH:12]=[C:13]([CH3:17])[CH:14]=[CH:15][CH:16]=3)[N:10]=[C:4]2[CH:3]=1.Cl.[F:19][CH2:20][CH2:21][NH2:22]. No catalyst specified. The product is [F:19][CH2:20][CH2:21][NH:22][C:2]1[CH:7]=[CH:6][N:5]2[CH:8]=[C:9]([C:11]3[CH:12]=[C:13]([CH3:17])[CH:14]=[CH:15][CH:16]=3)[N:10]=[C:4]2[CH:3]=1. The yield is 0.130. (2) The reactants are C([BH3-])#N.[Na+].[NH2:5][C:6]1[CH:11]=[CH:10][CH:9]=[CH:8][C:7]=1[C:12]([OH:19])([CH2:16][CH2:17][CH3:18])[CH2:13][CH2:14][CH3:15].[C:20]([O:24][C:25](=[O:33])[NH:26][C:27]([CH3:32])([CH3:31])[CH2:28][CH:29]=O)([CH3:23])([CH3:22])[CH3:21]. The catalyst is CO.C(O)(=O)C.C(OCC)(=O)C. The product is [C:20]([O:24][C:25](=[O:33])[NH:26][C:27]([CH3:32])([CH3:31])[CH2:28][CH2:29][NH:5][C:6]1[CH:11]=[CH:10][CH:9]=[CH:8][C:7]=1[C:12]([OH:19])([CH2:16][CH2:17][CH3:18])[CH2:13][CH2:14][CH3:15])([CH3:23])([CH3:22])[CH3:21]. The yield is 1.00. (3) The reactants are [F:1][C:2]1[CH:10]=[CH:9][CH:8]=[C:7]([F:11])[C:3]=1[C:4]([NH2:6])=O.COC1C=CC(P2(SP(C3C=CC(OC)=CC=3)(=S)S2)=[S:21])=CC=1. The catalyst is C1(C)C=CC=CC=1. The product is [F:1][C:2]1[CH:10]=[CH:9][CH:8]=[C:7]([F:11])[C:3]=1[C:4](=[S:21])[NH2:6]. The yield is 0.990.